This data is from Catalyst prediction with 721,799 reactions and 888 catalyst types from USPTO. The task is: Predict which catalyst facilitates the given reaction. (1) Reactant: CC(C)([O-])C.[K+].[CH3:7][NH:8]C=O.[Br:11][C:12]1[C:13]2[N:14]([N:20]=[C:21]([C:24]([F:27])([F:26])[F:25])[C:22]=2[Cl:23])[C:15](OC)=[CH:16][CH:17]=1. Product: [Br:11][C:12]1[C:13]2[N:14]([N:20]=[C:21]([C:24]([F:27])([F:26])[F:25])[C:22]=2[Cl:23])[C:15]([NH:8][CH3:7])=[CH:16][CH:17]=1. The catalyst class is: 16. (2) Product: [NH2:1][C:2]1[CH:3]=[C:4]([O:13][CH3:14])[CH:5]=[C:6]2[C:11]=1[N:10]=[CH:9][C:8]([I:15])=[CH:7]2. The catalyst class is: 830. Reactant: [NH2:1][C:2]1[CH:3]=[C:4]([O:13][CH3:14])[CH:5]=[C:6]2[C:11]=1[N:10]=[CH:9][C:8](Br)=[CH:7]2.[I-:15].[Na+].CNCCNC. (3) Reactant: [CH3:1][C:2]1[CH:7]=[CH:6][N:5]=[CH:4][C:3]=1[N:8]1[CH2:12][CH2:11][NH:10][C:9]1=[O:13].Br[C:15]1[CH:16]=[C:17]2[C:22](=[CH:23][CH:24]=1)[N:21]=[CH:20][CH:19]=[CH:18]2.N[C@@H]1CCCC[C@H]1N.C(=O)([O-])[O-].[K+].[K+]. Product: [CH3:1][C:2]1[CH:7]=[CH:6][N:5]=[CH:4][C:3]=1[N:8]1[CH2:12][CH2:11][N:10]([C:15]2[CH:16]=[C:17]3[C:22](=[CH:23][CH:24]=2)[N:21]=[CH:20][CH:19]=[CH:18]3)[C:9]1=[O:13]. The catalyst class is: 246. (4) Reactant: C(OC([N:8]1[CH2:14][CH2:13][CH2:12][N:11]([C:15]2[N:19]([CH2:20][C:21]3[N:22]=[C:23]([CH3:26])[S:24][CH:25]=3)[C:18]3[CH:27]=[CH:28][CH:29]=[CH:30][C:17]=3[N:16]=2)[CH2:10][CH2:9]1)=O)(C)(C)C.[IH:31]. Product: [IH:31].[IH:31].[N:11]1([C:15]2[N:19]([CH2:20][C:21]3[N:22]=[C:23]([CH3:26])[S:24][CH:25]=3)[C:18]3[CH:27]=[CH:28][CH:29]=[CH:30][C:17]=3[N:16]=2)[CH2:12][CH2:13][CH2:14][NH:8][CH2:9][CH2:10]1. The catalyst class is: 5.